From a dataset of HIV replication inhibition screening data with 41,000+ compounds from the AIDS Antiviral Screen. Binary Classification. Given a drug SMILES string, predict its activity (active/inactive) in a high-throughput screening assay against a specified biological target. The compound is COc1ccc(C2Oc3c(cccc3-c3c(-c4ccc(O)cc4)oc4cc(O)cc(O)c4c3=O)C(=O)C2O)cc1O. The result is 0 (inactive).